Dataset: Reaction yield outcomes from USPTO patents with 853,638 reactions. Task: Predict the reaction yield, written as a fraction of the theoretical maximum amount of product (1.0 means a 100% yield; for example, 0.34 means a 34% yield). (1) The reactants are C([O:8][NH:9][C:10]1([CH2:45][CH2:46][CH:47]([CH3:49])[CH3:48])[C:19]2[C:14](=[CH:15][CH:16]=[CH:17][CH:18]=2)[C:13]([OH:20])=[C:12]([C:21]2[NH:26][C:25]3[CH:27]=[CH:28][C:29]([N:31]([S:38]([CH3:41])(=[O:40])=[O:39])[CH2:32][C:33]([O:35][CH2:36][CH3:37])=[O:34])=[CH:30][C:24]=3[S:23](=[O:43])(=[O:42])[N:22]=2)[C:11]1=[O:44])C1C=CC=CC=1. The catalyst is OS(O)(=O)=O. The product is [OH:20][C:13]1[C:14]2[C:19](=[CH:18][CH:17]=[CH:16][CH:15]=2)[C:10]([NH:9][OH:8])([CH2:45][CH2:46][CH:47]([CH3:49])[CH3:48])[C:11](=[O:44])[C:12]=1[C:21]1[NH:26][C:25]2[CH:27]=[CH:28][C:29]([N:31]([CH2:32][C:33]([O:35][CH2:36][CH3:37])=[O:34])[S:38]([CH3:41])(=[O:40])=[O:39])=[CH:30][C:24]=2[S:23](=[O:42])(=[O:43])[N:22]=1. The yield is 0.750. (2) The yield is 0.310. The reactants are [CH3:1][O:2][C:3]1[CH:4]=[CH:5][C:6]2[N:11]=[CH:10][C:9](=[O:12])[N:8]([CH2:13][CH2:14][C@H:15]3[CH2:17][O:16]3)[C:7]=2[N:18]=1.[NH2:19][C@@H:20]1[CH2:24][N:23]([C:25]2[CH:26]=[CH:27][C:28]3[O:29][CH2:30][C:31](=[O:35])[NH:32][C:33]=3[N:34]=2)[C:22](=[O:36])[CH2:21]1. The catalyst is C(O)C.O. The product is [OH:16][C@@H:15]([CH2:14][CH2:13][N:8]1[C:9](=[O:12])[CH:10]=[N:11][C:6]2[CH:5]=[CH:4][C:3]([O:2][CH3:1])=[N:18][C:7]1=2)[CH2:17][NH:19][C@@H:20]1[CH2:24][N:23]([C:25]2[CH:26]=[CH:27][C:28]3[O:29][CH2:30][C:31](=[O:35])[NH:32][C:33]=3[N:34]=2)[C:22](=[O:36])[CH2:21]1. (3) The reactants are [H-].[Al+3].[Li+].[H-].[H-].[H-].[CH3:7][O:8][C:9]1[CH:14]=[CH:13][C:12]([CH2:15][CH2:16][CH2:17][CH2:18][N:19]=[N+]=[N-])=[CH:11][CH:10]=1.O. The catalyst is C1COCC1. The product is [CH3:7][O:8][C:9]1[CH:14]=[CH:13][C:12]([CH2:15][CH2:16][CH2:17][CH2:18][NH2:19])=[CH:11][CH:10]=1. The yield is 0.940. (4) The reactants are Cl[S:2]([C:5]1[CH:6]=[C:7]([CH:11]=[CH:12][C:13]=1[CH:14]([CH3:16])[CH3:15])[C:8]([OH:10])=[O:9])(=[O:4])=[O:3].[CH:17](C1C=CC(C(O)=O)=CC=1)(C)C.C([O-])(O)=O.[Na+].[O-]S([O-])=O.[Na+].[Na+].BrCC(O)=O.[OH-].[Na+]. The catalyst is O. The product is [CH3:17][S:2]([C:5]1[CH:6]=[C:7]([CH:11]=[CH:12][C:13]=1[CH:14]([CH3:16])[CH3:15])[C:8]([OH:10])=[O:9])(=[O:4])=[O:3]. The yield is 0.590.